This data is from Catalyst prediction with 721,799 reactions and 888 catalyst types from USPTO. The task is: Predict which catalyst facilitates the given reaction. (1) The catalyst class is: 191. Product: [NH2:1][C:2]1[C:3]2[CH2:14][N:13]([C:15]([O:17][C:18]([CH3:21])([CH3:20])[CH3:19])=[O:16])[C:12]([CH3:23])([CH3:22])[C:4]=2[NH:5][N:6]=1. Reactant: [NH2:1][C:2]1[C:3]2[CH2:14][N:13]([C:15]([O:17][C:18]([CH3:21])([CH3:20])[CH3:19])=[O:16])[C:12]([CH3:23])([CH3:22])[C:4]=2[N:5](C(OCC)=O)[N:6]=1.[Li+].[OH-]. (2) Reactant: [CH3:1][O:2][C:3]1[CH:16]=[CH:15][C:6]([CH2:7][N:8]2[C:12]([CH2:13]O)=[N:11][CH:10]=[N:9]2)=[CH:5][CH:4]=1.[CH2:17]([N:19](CC)CC)C.CS(Cl)(=O)=O. Product: [CH3:1][O:2][C:3]1[CH:16]=[CH:15][C:6]([CH2:7][N:8]2[C:12]([CH2:13][NH:19][CH3:17])=[N:11][CH:10]=[N:9]2)=[CH:5][CH:4]=1. The catalyst class is: 4. (3) Reactant: [CH:1]([C:3]1[O:7][C:6]([NH:8][C:9](=[O:15])[O:10][C:11]([CH3:14])([CH3:13])[CH3:12])=[N:5][N:4]=1)=O.[B-](OC(C)=O)(OC(C)=O)OC(C)=O.[Na+].[CH2:30]([O:37][C:38]1[CH:43]=[CH:42][C:41]([C@@H:44]2[CH2:46][C@H:45]2[NH2:47])=[CH:40][CH:39]=1)[C:31]1[CH:36]=[CH:35][CH:34]=[CH:33][CH:32]=1.[BH4-].[Na+]. Product: [CH2:30]([O:37][C:38]1[CH:39]=[CH:40][C:41]([C@@H:44]2[CH2:46][C@H:45]2[NH:47][CH2:1][C:3]2[O:7][C:6]([NH:8][C:9](=[O:15])[O:10][C:11]([CH3:12])([CH3:13])[CH3:14])=[N:5][N:4]=2)=[CH:42][CH:43]=1)[C:31]1[CH:32]=[CH:33][CH:34]=[CH:35][CH:36]=1. The catalyst class is: 68. (4) The catalyst class is: 3. Product: [Cl:11][C:12]1[CH:17]=[CH:16][CH:15]=[C:14]([S:8][C:3]2[CH:4]=[CH:5][CH:6]=[CH:7][C:2]=2[F:1])[N:13]=1. Reactant: [F:1][C:2]1[CH:7]=[CH:6][CH:5]=[CH:4][C:3]=1[SH:8].[H-].[Na+].[Cl:11][C:12]1[CH:17]=[CH:16][CH:15]=[C:14](Cl)[N:13]=1. (5) Reactant: C([O:5][C:6](=[O:45])[C:7]([O:10]/[N:11]=[C:12](/[C:32]1[N:33]=[C:34]([NH:37]C(OC(C)(C)C)=O)[S:35][CH:36]=1)\[C:13]([NH:15][C@@H:16]1[C:19](=[O:20])[N:18]([S:21]([OH:24])(=[O:23])=[O:22])[C@@H:17]1[CH2:25][N:26]1[N:30]=[C:29]([CH3:31])[CH:28]=[N:27]1)=[O:14])([CH3:9])[CH3:8])(C)(C)C. Product: [NH2:37][C:34]1[S:35][CH:36]=[C:32](/[C:12](=[N:11]/[O:10][C:7]([CH3:9])([CH3:8])[C:6]([OH:45])=[O:5])/[C:13]([NH:15][C@@H:16]2[C:19](=[O:20])[N:18]([S:21]([OH:24])(=[O:22])=[O:23])[C@@H:17]2[CH2:25][N:26]2[N:30]=[C:29]([CH3:31])[CH:28]=[N:27]2)=[O:14])[N:33]=1. The catalyst class is: 106. (6) Reactant: [N+:1]([C:4]1[CH:9]=[CH:8][C:7]([N:10]2[CH2:16][CH2:15][CH2:14][CH:13]([NH:17][C@@H:18]3[CH2:23][CH2:22][CH2:21][CH2:20][C@H:19]3[NH2:24])[CH2:12][CH2:11]2)=[CH:6][CH:5]=1)([O-:3])=[O:2].CCN(CC)CC.[N:32]([C:35]1[CH:40]=[CH:39][CH:38]=[CH:37][CH:36]=1)=[C:33]=[O:34]. Product: [N+:1]([C:4]1[CH:5]=[CH:6][C:7]([N:10]2[CH2:16][CH2:15][CH2:14][C@H:13]([NH:17][C@@H:18]3[CH2:23][CH2:22][CH2:21][CH2:20][C@H:19]3[NH:24][C:33]([NH:32][C:35]3[CH:40]=[CH:39][CH:38]=[CH:37][CH:36]=3)=[O:34])[CH2:12][CH2:11]2)=[CH:8][CH:9]=1)([O-:3])=[O:2]. The catalyst class is: 1. (7) Reactant: [C:1](/[C:4](/[N:7]([CH:12]([CH3:14])[CH3:13])[C:8](=O)[CH2:9][CH3:10])=[CH:5]\[NH2:6])(=[O:3])[CH3:2].[OH-].[Na+].[Cl-].[NH4+]. Product: [CH:12]([N:7]1[C:4]([C:1](=[O:3])[CH3:2])=[CH:5][N:6]=[C:8]1[CH2:9][CH3:10])([CH3:14])[CH3:13]. The catalyst class is: 14.